Dataset: Reaction yield outcomes from USPTO patents with 853,638 reactions. Task: Predict the reaction yield, written as a fraction of the theoretical maximum amount of product (1.0 means a 100% yield; for example, 0.34 means a 34% yield). (1) The reactants are [F:1][CH:2]([C:7]1[CH:12]=[CH:11][CH:10]=[C:9](I)[CH:8]=1)[CH2:3][CH2:4][CH:5]=[CH2:6].[F:14][CH:15]([F:25])[O:16][C:17]1[CH:22]=[CH:21][C:20]([C:23]#[CH:24])=[CH:19][CH:18]=1. The catalyst is CN(C=O)C.Cl[Pd](Cl)([P](C1C=CC=CC=1)(C1C=CC=CC=1)C1C=CC=CC=1)[P](C1C=CC=CC=1)(C1C=CC=CC=1)C1C=CC=CC=1.[Cu](I)I. The product is [F:14][CH:15]([F:25])[O:16][C:17]1[CH:22]=[CH:21][C:20]([C:23]#[C:24][C:9]2[CH:10]=[CH:11][CH:12]=[C:7]([CH:2]([F:1])[CH2:3][CH2:4][CH:5]=[CH2:6])[CH:8]=2)=[CH:19][CH:18]=1. The yield is 0.540. (2) The reactants are [F:1][CH:2]([F:38])[O:3][C:4]1[CH:9]=[CH:8][C:7]([N:10]2[CH:14]=[C:13]([C:15]([NH:17][C:18]3[CH:23]=[CH:22][C:21]([C@@H:24]4[O:29][CH2:28][CH2:27][N:26](C(OC(C)(C)C)=O)[CH2:25]4)=[CH:20][C:19]=3[F:37])=[O:16])[N:12]=[N:11]2)=[CH:6][CH:5]=1.[ClH:39].CCOCC. The catalyst is O1CCOCC1. The product is [ClH:39].[F:38][CH:2]([F:1])[O:3][C:4]1[CH:9]=[CH:8][C:7]([N:10]2[CH:14]=[C:13]([C:15]([NH:17][C:18]3[CH:23]=[CH:22][C:21]([C@@H:24]4[O:29][CH2:28][CH2:27][NH:26][CH2:25]4)=[CH:20][C:19]=3[F:37])=[O:16])[N:12]=[N:11]2)=[CH:6][CH:5]=1. The yield is 0.970. (3) The reactants are Br[C:2]1[CH:3]=[C:4]2[C@@:15]3([CH2:20][CH2:19][O:18]/[C:17](=[N:21]\[C:22](=[O:29])[C:23]4[CH:28]=[CH:27][CH:26]=[CH:25][CH:24]=4)/[NH:16]3)[C:14]3[CH:13]=[C:12]([Cl:30])[N:11]=[C:10]([F:31])[C:9]=3[O:8][C:5]2=[CH:6][CH:7]=1.[NH2:32][C:33]1[C:38]([CH3:39])=[CH:37][CH:36]=[CH:35][N:34]=1.C(P(C(C)(C)C)C1(CCC)CC(CCC)=CC(CCC)=C1C1C=CC=CC=1)(C)(C)C.C[Si]([N-][Si](C)(C)C)(C)C.[Li+]. The catalyst is CCOC(C)=O.C1C=CC(/C=C/C(/C=C/C2C=CC=CC=2)=O)=CC=1.C1C=CC(/C=C/C(/C=C/C2C=CC=CC=2)=O)=CC=1.C1C=CC(/C=C/C(/C=C/C2C=CC=CC=2)=O)=CC=1.[Pd].[Pd].C1(C)C=CC=CC=1. The product is [Cl:30][C:12]1[N:11]=[C:10]([F:31])[C:9]2[O:8][C:5]3[C:4]([C@@:15]4([CH2:20][CH2:19][O:18]/[C:17](=[N:21]\[C:22](=[O:29])[C:23]5[CH:24]=[CH:25][CH:26]=[CH:27][CH:28]=5)/[NH:16]4)[C:14]=2[CH:13]=1)=[CH:3][C:2]([NH:32][C:33]1[C:38]([CH3:39])=[CH:37][CH:36]=[CH:35][N:34]=1)=[CH:7][CH:6]=3. The yield is 0.260. (4) The reactants are [F:1][C:2]1[CH:3]=[C:4]([CH:31]=[CH:32][C:33]=1[NH:34][C:35]([C:37]1([C:40](=[O:49])[NH:41][C:42]2[CH:47]=[CH:46][C:45]([F:48])=[CH:44][CH:43]=2)[CH2:39][CH2:38]1)=[O:36])[O:5][C:6]1[CH:11]=[CH:10][N:9]=[C:8]([N:12]([C:22](OC2C=CC=CC=2)=[O:23])C(=O)OC2C=CC=CC=2)[CH:7]=1.Cl.Cl.[CH3:52][N:53]([CH2:55][CH:56]1[CH2:61][CH2:60][NH:59][CH2:58][CH2:57]1)[CH3:54].C(N(CC)CC)C.O. The catalyst is CN(C)C=O. The product is [CH3:52][N:53]([CH2:55][CH:56]1[CH2:61][CH2:60][N:59]([C:22]([NH:12][C:8]2[CH:7]=[C:6]([O:5][C:4]3[CH:31]=[CH:32][C:33]([NH:34][C:35]([C:37]4([C:40]([NH:41][C:42]5[CH:43]=[CH:44][C:45]([F:48])=[CH:46][CH:47]=5)=[O:49])[CH2:38][CH2:39]4)=[O:36])=[C:2]([F:1])[CH:3]=3)[CH:11]=[CH:10][N:9]=2)=[O:23])[CH2:58][CH2:57]1)[CH3:54]. The yield is 0.504. (5) The reactants are [Cl:1][C:2]1[CH:3]=[C:4]([CH:29]=[CH:30][C:31]=1[O:32][CH:33]([CH3:35])[CH3:34])[C:5]([NH:7][C@H:8]([CH2:26][CH2:27][OH:28])[CH2:9][C:10]1[CH:15]=[CH:14][C:13]([C:16]2[N:17]=[C:18]([C:22](=NO)[CH3:23])[N:19]([CH3:21])[CH:20]=2)=[CH:12][CH:11]=1)=[O:6].[C:36]([O-:39])([O-])=O.[K+].[K+].ICC.CN([CH:48]=[O:49])C. The catalyst is O. The product is [Cl:1][C:2]1[CH:3]=[C:4]([CH:29]=[CH:30][C:31]=1[O:32][CH:33]([CH3:34])[CH3:35])[C:5]([NH:7][C@H:8]([CH2:26][CH2:27][OH:28])[CH2:9][C:10]1[CH:15]=[CH:14][C:13]([C:16]2[N:17]=[C:18]([C:22]3([CH3:23])[O:39][CH2:36][CH2:48][O:49]3)[N:19]([CH3:21])[CH:20]=2)=[CH:12][CH:11]=1)=[O:6]. The yield is 0.550.